This data is from Catalyst prediction with 721,799 reactions and 888 catalyst types from USPTO. The task is: Predict which catalyst facilitates the given reaction. (1) Reactant: Cl.[F:2][C:3]1([F:13])[CH2:7][NH:6][C@H:5]([CH2:8][CH2:9][C:10]([OH:12])=[O:11])[CH2:4]1.[CH2:14]([O:16][C:17]([C:19]1[C@H:20]([C:32]2[CH:37]=[CH:36][C:35]([F:38])=[CH:34][C:33]=2[Br:39])[N:21]=[C:22]([C:27]2[S:28][CH:29]=[CH:30][N:31]=2)[NH:23][C:24]=1[CH2:25]Br)=[O:18])[CH3:15].C([O-])([O-])=O.[K+].[K+]. Product: [Br:39][C:33]1[CH:34]=[C:35]([F:38])[CH:36]=[CH:37][C:32]=1[C@@H:20]1[N:21]=[C:22]([C:27]2[S:28][CH:29]=[CH:30][N:31]=2)[NH:23][C:24]([CH2:25][N:6]2[CH2:7][C:3]([F:2])([F:13])[CH2:4][C@H:5]2[CH2:8][CH2:9][C:10]([OH:12])=[O:11])=[C:19]1[C:17]([O:16][CH2:14][CH3:15])=[O:18]. The catalyst class is: 8. (2) Reactant: Cl[CH2:2][O:3][CH3:4].[CH2:5]([O:7][C:8]1[CH:9]=[C:10]([CH:13]=[C:14]([I:17])[C:15]=1[OH:16])[CH:11]=[O:12])[CH3:6].C(=O)([O-])[O-].[K+].[K+].CN(C=O)C. Product: [CH2:5]([O:7][C:8]1[CH:9]=[C:10]([CH:13]=[C:14]([I:17])[C:15]=1[O:16][CH2:2][O:3][CH3:4])[CH:11]=[O:12])[CH3:6]. The catalyst class is: 84. (3) Reactant: [NH2:1][CH:2]1[CH2:10][C:9]2[C:4](=[CH:5][CH:6]=[CH:7][CH:8]=2)[CH2:3]1.[CH:11](O)=[O:12].C(=O)([O-])[O-].[Na+].[Na+]. The catalyst class is: 6. Product: [CH2:3]1[C:4]2[C:9](=[CH:8][CH:7]=[CH:6][CH:5]=2)[CH2:10][CH:2]1[NH:1][CH:11]=[O:12]. (4) Reactant: [F:1][C:2]1[CH:7]=[CH:6][CH:5]=[C:4]([O:8][CH2:9][CH:10]2[CH2:12][O:11]2)[C:3]=1[OH:13].[OH-].[K+]. Product: [F:1][C:2]1[C:3]2[O:13][C@@H:10]([CH2:12][OH:11])[CH2:9][O:8][C:4]=2[CH:5]=[CH:6][CH:7]=1. The catalyst class is: 12.